This data is from Catalyst prediction with 721,799 reactions and 888 catalyst types from USPTO. The task is: Predict which catalyst facilitates the given reaction. (1) Reactant: [NH:1]([C:18]([O:20][CH2:21][C:22]1[CH:27]=[CH:26][CH:25]=[CH:24][CH:23]=1)=[O:19])[C@@H:2]([C:8]([O:10][CH2:11][C:12]1[CH:17]=[CH:16][CH:15]=[CH:14][CH:13]=1)=[O:9])[CH2:3][CH2:4][C:5](=[O:7])O.ON1C(=O)CCC1=O.CCN=C=NCCCN(C)C.Cl.Cl.[NH2:49][C@@H:50]([C:61]([OH:63])=[O:62])[CH2:51][C:52]1[C:60]2[C:55](=[CH:56][CH:57]=[CH:58][CH:59]=2)[NH:54][CH:53]=1. Product: [NH:1]([C:18]([O:20][CH2:21][C:22]1[CH:27]=[CH:26][CH:25]=[CH:24][CH:23]=1)=[O:19])[C@@H:2]([C:8]([O:10][CH2:11][C:12]1[CH:17]=[CH:16][CH:15]=[CH:14][CH:13]=1)=[O:9])[CH2:3][CH2:4][C:5]([NH:49][C@@H:50]([C:61]([OH:63])=[O:62])[CH2:51][C:52]1[C:60]2[C:55](=[CH:56][CH:57]=[CH:58][CH:59]=2)[NH:54][CH:53]=1)=[O:7]. The catalyst class is: 3. (2) Product: [S:1]([OH:5])([OH:4])(=[O:3])=[O:2].[CH:11]([NH:14][C:8]([NH2:10])=[NH:9])([CH3:13])[CH3:12]. The catalyst class is: 6. Reactant: [S:1]([OH:5])([OH:4])(=[O:3])=[O:2].CS[C:8](=[NH:10])[NH2:9].[CH:11]([NH2:14])([CH3:13])[CH3:12]. (3) Reactant: C[O:2][C:3]([C:5]1[CH:6]=[C:7]([C:16]2[CH:21]=[CH:20][C:19]([CH3:22])=[CH:18][CH:17]=2)[CH:8]=[C:9]([C:11]2[S:12][CH:13]=[CH:14][N:15]=2)[CH:10]=1)=[O:4].O[Li].O. Product: [CH3:22][C:19]1[CH:18]=[CH:17][C:16]([C:7]2[CH:8]=[C:9]([C:11]3[S:12][CH:13]=[CH:14][N:15]=3)[CH:10]=[C:5]([C:3]([OH:4])=[O:2])[CH:6]=2)=[CH:21][CH:20]=1. The catalyst class is: 20. (4) Product: [CH3:48][O:47][N:46]([CH3:45])[C:20]([C:18]1[N:19]=[C:15]([C:12]2[CH:11]=[CH:10][C:9]([CH2:8][CH2:7][O:6][Si:5]([C:1]([CH3:3])([CH3:4])[CH3:2])([C:29]3[CH:34]=[CH:33][CH:32]=[CH:31][CH:30]=3)[C:23]3[CH:28]=[CH:27][CH:26]=[CH:25][CH:24]=3)=[CH:14][N:13]=2)[S:16][CH:17]=1)=[O:22]. The catalyst class is: 9. Reactant: [C:1]([Si:5]([C:29]1[CH:34]=[CH:33][CH:32]=[CH:31][CH:30]=1)([C:23]1[CH:28]=[CH:27][CH:26]=[CH:25][CH:24]=1)[O:6][CH2:7][CH2:8][C:9]1[CH:10]=[CH:11][C:12]([C:15]2[S:16][CH:17]=[C:18]([C:20]([OH:22])=O)[N:19]=2)=[N:13][CH:14]=1)([CH3:4])([CH3:3])[CH3:2].C(N(CC)C(C)C)(C)C.Cl.[CH3:45][NH:46][O:47][CH3:48].[B-](F)(F)(F)F.CN(C(ON1N=NC2C1=CC=CC=2)=[N+](C)C)C. (5) Reactant: Cl.Cl.[CH3:3][O:4][CH2:5][CH2:6][O:7][C:8]1[C:13]([NH:14][C:15]([C:17]2[C:21]3[C:22](=[O:28])[NH:23][C:24]([CH3:27])([CH3:26])[CH2:25][C:20]=3[O:19][CH:18]=2)=[O:16])=[CH:12][CH:11]=[C:10]([N:29]2[CH2:34][CH2:33][NH:32][CH2:31][CH2:30]2)[N:9]=1.C(N(CC)CC)C.[CH:42](OCC)=[O:43]. Product: [CH:42]([N:32]1[CH2:31][CH2:30][N:29]([C:10]2[N:9]=[C:8]([O:7][CH2:6][CH2:5][O:4][CH3:3])[C:13]([NH:14][C:15]([C:17]3[C:21]4[C:22](=[O:28])[NH:23][C:24]([CH3:27])([CH3:26])[CH2:25][C:20]=4[O:19][CH:18]=3)=[O:16])=[CH:12][CH:11]=2)[CH2:34][CH2:33]1)=[O:43]. The catalyst class is: 8. (6) Reactant: [N+:1]([C:4]1[CH:5]=[C:6]([NH:17][C:18]2[C:27]3[C:22](=[CH:23][CH:24]=[CH:25][CH:26]=3)[N:21]=[C:20]([C:28](O)=[O:29])[N:19]=2)[CH:7]=[C:8]([O:10][C:11]2[CH:16]=[CH:15][CH:14]=[CH:13][CH:12]=2)[CH:9]=1)([O-:3])=[O:2].C(N(CC)CC)C.CN(C(ON1N=NC2C=CC=NC1=2)=[N+](C)C)C.F[P-](F)(F)(F)(F)F.[CH2:62]([NH2:64])[CH3:63].C1COCC1. Product: [CH2:62]([NH:64][C:28]([C:20]1[N:19]=[C:18]([NH:17][C:6]2[CH:7]=[C:8]([O:10][C:11]3[CH:16]=[CH:15][CH:14]=[CH:13][CH:12]=3)[CH:9]=[C:4]([N+:1]([O-:3])=[O:2])[CH:5]=2)[C:27]2[C:22](=[CH:23][CH:24]=[CH:25][CH:26]=2)[N:21]=1)=[O:29])[CH3:63]. The catalyst class is: 3. (7) Reactant: CC(OI1(OC(C)=O)(OC(C)=O)OC(=O)C2C1=CC=CC=2)=O.[CH:23]([C@H:36]1[N:41]2[CH2:42][C@H:43]([OH:45])[CH2:44][C@H:40]2[CH2:39][N:38]([C:46]([O:48][C:49]([CH3:52])([CH3:51])[CH3:50])=[O:47])[CH2:37]1)([C:30]1[CH:35]=[CH:34][CH:33]=[CH:32][CH:31]=1)[C:24]1[CH:29]=[CH:28][CH:27]=[CH:26][CH:25]=1.S([O-])([O-])(=O)=S.[Na+].[Na+]. Product: [CH:23]([C@H:36]1[N:41]2[CH2:42][C:43](=[O:45])[CH2:44][C@H:40]2[CH2:39][N:38]([C:46]([O:48][C:49]([CH3:52])([CH3:51])[CH3:50])=[O:47])[CH2:37]1)([C:30]1[CH:31]=[CH:32][CH:33]=[CH:34][CH:35]=1)[C:24]1[CH:29]=[CH:28][CH:27]=[CH:26][CH:25]=1. The catalyst class is: 4. (8) Reactant: [CH3:1][C:2]1[CH:3]=[CH:4][CH:5]=[C:6]([OH:13])[C:7]=1[C:8]([O:10][CH2:11][CH3:12])=[O:9].O.[OH-].[Li+].S(OC)(O[CH3:21])(=O)=O. Product: [CH3:21][O:13][C:6]1[CH:5]=[CH:4][CH:3]=[C:2]([CH3:1])[C:7]=1[C:8]([O:10][CH2:11][CH3:12])=[O:9]. The catalyst class is: 165. (9) The catalyst class is: 2. Reactant: Cl.[CH2:2]([O:4][C:5](=[O:21])[CH2:6][CH2:7][O:8][CH2:9][CH:10]([NH2:20])[CH2:11][O:12][CH2:13][CH2:14][C:15]([O:17][CH2:18][CH3:19])=[O:16])[CH3:3].[C:22]([NH:32][CH2:33][CH2:34][C:35](O)=[O:36])([O:24][CH2:25][C:26]1[CH:31]=[CH:30][CH:29]=[CH:28][CH:27]=1)=[O:23].C(N=C=NCCCN(C)C)C.CCN(CC)CC. Product: [CH2:18]([O:17][C:15](=[O:16])[CH2:14][CH2:13][O:12][CH2:11][CH:10]([NH:20][C:35](=[O:36])[CH2:34][CH2:33][NH:32][C:22]([O:24][CH2:25][C:26]1[CH:27]=[CH:28][CH:29]=[CH:30][CH:31]=1)=[O:23])[CH2:9][O:8][CH2:7][CH2:6][C:5]([O:4][CH2:2][CH3:3])=[O:21])[CH3:19]. (10) Reactant: [C:1]([C:3]1[CH:26]=[CH:25][C:6]([CH2:7][NH:8][C:9](=[O:24])[CH:10]([C:14]2[C:19]([F:20])=[CH:18][CH:17]=[C:16]([CH:21]=[O:22])[C:15]=2[F:23])[O:11][CH2:12][CH3:13])=[CH:5][CH:4]=1)#[N:2].[BH4-].[Na+]. Product: [C:1]([C:3]1[CH:4]=[CH:5][C:6]([CH2:7][NH:8][C:9](=[O:24])[CH:10]([C:14]2[C:19]([F:20])=[CH:18][CH:17]=[C:16]([CH2:21][OH:22])[C:15]=2[F:23])[O:11][CH2:12][CH3:13])=[CH:25][CH:26]=1)#[N:2]. The catalyst class is: 14.